This data is from Forward reaction prediction with 1.9M reactions from USPTO patents (1976-2016). The task is: Predict the product of the given reaction. (1) Given the reactants Cl.Cl[CH2:3][CH2:4][N:5]([CH2:13][CH2:14]Cl)[CH2:6][C:7]1[CH:12]=[CH:11][CH:10]=[CH:9][CH:8]=1.C1OCCOCCOCCOCCOCCOC1.C([O-])([O-])=O.[K+].[K+].[CH2:40]([O:42][C:43](=[O:56])[CH2:44][S:45]([C:48]1[CH:53]=[CH:52][C:51]([O:54][CH3:55])=[CH:50][CH:49]=1)(=[O:47])=[O:46])[CH3:41], predict the reaction product. The product is: [CH2:40]([O:42][C:43]([C:44]1([S:45]([C:48]2[CH:49]=[CH:50][C:51]([O:54][CH3:55])=[CH:52][CH:53]=2)(=[O:47])=[O:46])[CH2:14][CH2:13][N:5]([CH2:6][C:7]2[CH:12]=[CH:11][CH:10]=[CH:9][CH:8]=2)[CH2:4][CH2:3]1)=[O:56])[CH3:41]. (2) Given the reactants [C:1]([CH:4]([CH3:26])[CH2:5][CH2:6][N:7]1[C:11]2[CH:12]=[CH:13][CH:14]=[C:15]([CH3:16])[C:10]=2[N:9]=[C:8]1[CH2:17][O:18][C:19]1[CH:24]=[CH:23][C:22]([Cl:25])=[CH:21][CH:20]=1)(O)=[O:2].[NH:27]1[CH2:32][CH2:31][CH2:30][CH2:29][CH2:28]1.ON1C2C=CC=CC=2N=N1.C1(N=C=NC2CCCCC2)CCCCC1, predict the reaction product. The product is: [N:27]1([C:1]([CH:4]([CH3:26])[CH2:5][CH2:6][N:7]2[C:11]3[CH:12]=[CH:13][CH:14]=[C:15]([CH3:16])[C:10]=3[N:9]=[C:8]2[CH2:17][O:18][C:19]2[CH:24]=[CH:23][C:22]([Cl:25])=[CH:21][CH:20]=2)=[O:2])[CH2:32][CH2:31][CH2:30][CH2:29][CH2:28]1. (3) Given the reactants [CH3:1][C:2]1[C:6]([CH3:7])=[C:5]([NH:8][C:9](=[O:16])OCC(Cl)(Cl)Cl)[O:4][N:3]=1.[F:17][C:18]1[CH:23]=[CH:22][CH:21]=[CH:20][C:19]=1[C:24]1[CH:29]=[C:28]([N:30]2[CH2:35][CH2:34][NH:33][CH2:32][CH2:31]2)[N:27]=[CH:26][N:25]=1, predict the reaction product. The product is: [F:17][C:18]1[CH:23]=[CH:22][CH:21]=[CH:20][C:19]=1[C:24]1[N:25]=[CH:26][N:27]=[C:28]([N:30]2[CH2:31][CH2:32][N:33]([C:9]([NH:8][C:5]3[O:4][N:3]=[C:2]([CH3:1])[C:6]=3[CH3:7])=[O:16])[CH2:34][CH2:35]2)[CH:29]=1. (4) Given the reactants Cl[S:2]([C:5]1[CH:6]=[C:7]([CH:11]=[CH:12][CH:13]=1)[C:8]([OH:10])=O)(=[O:4])=[O:3].[Cl:14][C:15]1[CH:21]=[CH:20][C:18]([NH2:19])=[CH:17][CH:16]=1.[NH2:22][C:23]1[CH:32]=[CH:31][C:30]([Br:33])=[CH:29][C:24]=1[C:25]([O:27]C)=[O:26], predict the reaction product. The product is: [Br:33][C:30]1[CH:31]=[CH:32][C:23]([NH:22][C:8](=[O:10])[C:7]2[CH:11]=[CH:12][CH:13]=[C:5]([S:2](=[O:3])(=[O:4])[NH:19][C:18]3[CH:20]=[CH:21][C:15]([Cl:14])=[CH:16][CH:17]=3)[CH:6]=2)=[C:24]([CH:29]=1)[C:25]([OH:27])=[O:26]. (5) Given the reactants [C:1]([N:8]1[CH2:13][CH2:12][C@@H:11]([NH:14][C:15]2[CH:20]=[CH:19][C:18]([CH3:21])=[CH:17][C:16]=2[N+:22]([O-])=O)[C@H:10]([OH:25])[CH2:9]1)([O:3][C:4]([CH3:7])([CH3:6])[CH3:5])=[O:2], predict the reaction product. The product is: [C:1]([N:8]1[CH2:13][CH2:12][C@@H:11]([NH:14][C:15]2[CH:20]=[CH:19][C:18]([CH3:21])=[CH:17][C:16]=2[NH2:22])[C@H:10]([OH:25])[CH2:9]1)([O:3][C:4]([CH3:7])([CH3:6])[CH3:5])=[O:2]. (6) Given the reactants [NH2:1][C:2]1[N:6]([CH:7]2[CH2:12][CH2:11][CH2:10][N:9]([C:13]#[N:14])[CH2:8]2)[N:5]=[C:4]([C:15]2[CH:20]=[CH:19][C:18]([S:21][C:22]3[CH:27]=[CH:26][C:25](Cl)=[CH:24][CH:23]=3)=[CH:17][CH:16]=2)[C:3]=1[C:29]([NH2:31])=[O:30].C1(S)C=CC=CC=1, predict the reaction product. The product is: [NH2:1][C:2]1[N:6]([CH:7]2[CH2:12][CH2:11][CH2:10][N:9]([C:13]#[N:14])[CH2:8]2)[N:5]=[C:4]([C:15]2[CH:20]=[CH:19][C:18]([S:21][C:22]3[CH:23]=[CH:24][CH:25]=[CH:26][CH:27]=3)=[CH:17][CH:16]=2)[C:3]=1[C:29]([NH2:31])=[O:30]. (7) Given the reactants Cl[C:2]1[C:3]([CH:5]=[C:6]([NH:10][C:11]2[C:20]3[C:15](=[CH:16][C:17]([O:23][CH3:24])=[C:18]([O:21][CH3:22])[CH:19]=3)[N:14]=[CH:13][N:12]=2)[C:7](=[O:9])[CH:8]=1)=[O:4].[CH3:25][NH:26][CH3:27], predict the reaction product. The product is: [CH3:22][O:21][C:18]1[CH:19]=[C:20]2[C:15](=[CH:16][C:17]=1[O:23][CH3:24])[N:14]=[CH:13][N:12]=[C:11]2[NH:10][C:6]1[C:7]([CH:8]=[C:2]([N:26]([CH3:27])[CH3:25])[C:3](=[O:4])[CH:5]=1)=[O:9].